Dataset: Reaction yield outcomes from USPTO patents with 853,638 reactions. Task: Predict the reaction yield, written as a fraction of the theoretical maximum amount of product (1.0 means a 100% yield; for example, 0.34 means a 34% yield). The reactants are O=[C:2]([C:8]1[CH:13]=[CH:12][C:11]([S:14][C:15]2[CH:20]=[CH:19][CH:18]=[CH:17][CH:16]=2)=[CH:10][CH:9]=1)[CH2:3][CH2:4][C:5]([OH:7])=[O:6]. The catalyst is Cl. The product is [C:15]1([S:14][C:11]2[CH:10]=[CH:9][C:8]([CH2:2][CH2:3][CH2:4][C:5]([OH:7])=[O:6])=[CH:13][CH:12]=2)[CH:16]=[CH:17][CH:18]=[CH:19][CH:20]=1. The yield is 0.810.